From a dataset of Forward reaction prediction with 1.9M reactions from USPTO patents (1976-2016). Predict the product of the given reaction. (1) Given the reactants [Br-].[F:2][C:3]1[CH:8]=[CH:7][C:6]([N+:9]([O-:11])=[O:10])=[CH:5][C:4]=1[C:12](=O)[CH3:13].[C:15]1(C)C=CC=CC=1, predict the reaction product. The product is: [F:2][C:3]1[CH:8]=[CH:7][C:6]([N+:9]([O-:11])=[O:10])=[CH:5][C:4]=1[C:12]([CH3:13])=[CH2:15]. (2) Given the reactants [BH4-].[Na+].[O:3]=[C:4]([C:22]1[CH:27]=[CH:26][CH:25]=[CH:24][CH:23]=1)[CH2:5][CH2:6][N:7]1[CH2:12][CH2:11][CH:10]([CH2:13][CH2:14][CH2:15][C:16]2[CH:21]=[CH:20][CH:19]=[CH:18][CH:17]=2)[CH2:9][CH2:8]1, predict the reaction product. The product is: [OH:3][CH:4]([C:22]1[CH:23]=[CH:24][CH:25]=[CH:26][CH:27]=1)[CH2:5][CH2:6][N:7]1[CH2:12][CH2:11][CH:10]([CH2:13][CH2:14][CH2:15][C:16]2[CH:17]=[CH:18][CH:19]=[CH:20][CH:21]=2)[CH2:9][CH2:8]1. (3) Given the reactants [CH2:1]([O:8][C:9](=[O:53])[NH:10][CH:11]([C:22](=[O:52])[NH:23][CH:24]([C:35](=[O:51])[NH:36][CH:37]([C:45](=[O:50])N(OC)C)[CH2:38][C:39]1[CH:44]=[CH:43][CH:42]=[CH:41][CH:40]=1)[CH2:25][C:26]1[C:34]2[C:29](=[CH:30][CH:31]=[CH:32][CH:33]=2)[NH:28][CH:27]=1)[CH2:12][C:13]1[C:21]2[C:16](=[CH:17][CH:18]=[CH:19][CH:20]=2)[NH:15][CH:14]=1)[C:2]1[CH:7]=[CH:6][CH:5]=[CH:4][CH:3]=1.[H-].[Al+3].[Li+].[H-].[H-].[H-], predict the reaction product. The product is: [CH2:1]([O:8][C:9](=[O:53])[NH:10][CH:11]([C:22](=[O:52])[NH:23][CH:24]([C:35](=[O:51])[NH:36][CH:37]([CH:45]=[O:50])[CH2:38][C:39]1[CH:40]=[CH:41][CH:42]=[CH:43][CH:44]=1)[CH2:25][C:26]1[C:34]2[C:29](=[CH:30][CH:31]=[CH:32][CH:33]=2)[NH:28][CH:27]=1)[CH2:12][C:13]1[C:21]2[C:16](=[CH:17][CH:18]=[CH:19][CH:20]=2)[NH:15][CH:14]=1)[C:2]1[CH:7]=[CH:6][CH:5]=[CH:4][CH:3]=1. (4) The product is: [F:54][C:55]1[CH:60]=[C:59]([F:61])[C:58]([F:62])=[CH:57][C:56]=1[NH:63][C:64](=[O:65])[NH:32][C:33]1[CH:38]=[CH:37][C:36]([C:39]2[S:43][C:42]([CH2:44][CH2:45][NH:46][C:47](=[O:53])[O:48][C:49]([CH3:50])([CH3:52])[CH3:51])=[N:41][CH:40]=2)=[CH:35][CH:34]=1. Given the reactants FC(F)(F)C1C=C(NC(=O)NC2C=CC(C3SC(CCC(OC)=O)=NC=3)=CC=2)C=CC=1.[NH2:32][C:33]1[CH:38]=[CH:37][C:36]([C:39]2[S:43][C:42]([CH2:44][CH2:45][NH:46][C:47](=[O:53])[O:48][C:49]([CH3:52])([CH3:51])[CH3:50])=[N:41][CH:40]=2)=[CH:35][CH:34]=1.[F:54][C:55]1[CH:60]=[C:59]([F:61])[C:58]([F:62])=[CH:57][C:56]=1[N:63]=[C:64]=[O:65], predict the reaction product.